From a dataset of Catalyst prediction with 721,799 reactions and 888 catalyst types from USPTO. Predict which catalyst facilitates the given reaction. (1) Reactant: [CH2:1]([C@@:5]1([CH2:31][CH3:32])[NH:11][C@H:10]([C:12]2[CH:17]=[CH:16][CH:15]=[CH:14][CH:13]=2)[C:9]2[CH:18]=[C:19]([O:27][CH3:28])[C:20]([CH2:22][CH2:23][C:24](O)=[O:25])=[CH:21][C:8]=2[S:7](=[O:30])(=[O:29])[CH2:6]1)[CH2:2][CH2:3][CH3:4].CCN(C(C)C)C(C)C.CN(C(ON1N=NC2C=CC=NC1=2)=[N+](C)C)C.F[P-](F)(F)(F)(F)F.Cl.[NH2:67][C:68]([CH3:74])([CH3:73])[C:69]([O:71][CH3:72])=[O:70]. Product: [CH2:1]([C@@:5]1([CH2:31][CH3:32])[NH:11][C@H:10]([C:12]2[CH:13]=[CH:14][CH:15]=[CH:16][CH:17]=2)[C:9]2[CH:18]=[C:19]([O:27][CH3:28])[C:20]([CH2:22][CH2:23][C:24]([NH:67][C:68]([CH3:74])([C:69]([O:71][CH3:72])=[O:70])[CH3:73])=[O:25])=[CH:21][C:8]=2[S:7](=[O:29])(=[O:30])[CH2:6]1)[CH2:2][CH2:3][CH3:4]. The catalyst class is: 2. (2) Reactant: [C:1]([C:4]([C@@H:6]([C@:8]([C:22](=[O:24])[CH3:23])([C@@:10]([C:19](=[O:21])[CH3:20])([C@@H:12]([CH:14]([C:16](=[O:18])[CH3:17])[OH:15])[OH:13])[OH:11])[OH:9])[OH:7])=[O:5])(=[O:3])[CH3:2].N1C=CC=CC=1.[N:31]([CH2:34][CH2:35][CH2:36][C:37](Cl)=[O:38])=[N+:32]=[N-:33].C([O-])(O)=O.[Na+]. Product: [N:31]([CH2:34][CH2:35][CH2:36][C:37]([C@:12]([C@:10]([C:19](=[O:21])[CH3:20])([C@@:8]([C:22](=[O:24])[CH3:23])([C@@H:6]([CH:4]([C:1](=[O:3])[CH3:2])[OH:5])[OH:7])[OH:9])[OH:11])([OH:13])[C:14]([C:16](=[O:18])[CH3:17])=[O:15])=[O:38])=[N+:32]=[N-:33]. The catalyst class is: 2. (3) Reactant: [OH:1][C:2]([CH3:35])([CH3:34])[CH2:3][C@@:4]1([C:28]2[CH:33]=[CH:32][CH:31]=[CH:30][CH:29]=2)[O:9][C:8](=[O:10])[N:7]([C@H](C2C=CC(B3OC(C)(C)C(C)(C)O3)=CC=2)C)[CH2:6][CH2:5]1.BrC1C=CC(=O)N(C(F)F)C=1.C([O-])([O-])=O.[Cs+].[Cs+].O. Product: [OH:1][C:2]([CH3:35])([CH3:34])[CH2:3][C:4]1([C:28]2[CH:33]=[CH:32][CH:31]=[CH:30][CH:29]=2)[O:9][C:8](=[O:10])[NH:7][CH2:6][CH2:5]1. The catalyst class is: 12. (4) Reactant: CN(C)C=O.[Br:6][C:7]1[CH:11]=[C:10]([C:12](=[O:15])[CH2:13]Br)[S:9][C:8]=1[NH:16][C:17](=[O:20])[O:18][CH3:19].[N-:21]=[N+:22]=[N-:23].[Na+]. Product: [N:21]([CH2:13][C:12]([C:10]1[S:9][C:8]([NH:16][C:17](=[O:20])[O:18][CH3:19])=[C:7]([Br:6])[CH:11]=1)=[O:15])=[N+:22]=[N-:23]. The catalyst class is: 6. (5) The catalyst class is: 571. Product: [CH:1]1([CH2:4][O:5][C:6]2[C:29]([CH2:30][N:38]([CH3:39])[CH3:37])=[CH:28][C:9]3[C:10]([CH2:13][CH2:14][CH:15]4[CH2:16][CH2:17][N:18]([C:21]([O:23][C:24]([CH3:26])([CH3:27])[CH3:25])=[O:22])[CH2:19][CH2:20]4)=[N:11][O:12][C:8]=3[CH:7]=2)[CH2:3][CH2:2]1. Reactant: [CH:1]1([CH2:4][O:5][C:6]2[C:29]([CH2:30]O)=[CH:28][C:9]3[C:10]([CH2:13][CH2:14][CH:15]4[CH2:20][CH2:19][N:18]([C:21]([O:23][C:24]([CH3:27])([CH3:26])[CH3:25])=[O:22])[CH2:17][CH2:16]4)=[N:11][O:12][C:8]=3[CH:7]=2)[CH2:3][CH2:2]1.CS(Cl)(=O)=O.[CH3:37][NH:38][CH3:39].[I-].[Na+].[Cl-].[Na+]. (6) Reactant: Br[C:2]1[CH:7]=[CH:6][C:5]([CH:8]([N:15]([CH3:32])[C:16](=[O:31])[CH2:17][N:18]2[C:23]3[CH:24]=[C:25]([Cl:29])[C:26]([Cl:28])=[CH:27][C:22]=3[O:21][CH2:20][C:19]2=[O:30])[CH2:9][N:10]2[CH2:14][CH2:13][CH2:12][CH2:11]2)=[CH:4][CH:3]=1.[CH3:33][O:34][C:35]1[CH:36]=[C:37](B(O)O)[CH:38]=[CH:39][C:40]=1[O:41][CH3:42].C([O-])([O-])=O.[Na+].[Na+]. Product: [CH3:33][O:34][C:35]1[CH:36]=[C:37]([C:2]2[CH:7]=[CH:6][C:5]([CH:8]([N:15]([CH3:32])[C:16](=[O:31])[CH2:17][N:18]3[C:23]4[CH:24]=[C:25]([Cl:29])[C:26]([Cl:28])=[CH:27][C:22]=4[O:21][CH2:20][C:19]3=[O:30])[CH2:9][N:10]3[CH2:11][CH2:12][CH2:13][CH2:14]3)=[CH:4][CH:3]=2)[CH:38]=[CH:39][C:40]=1[O:41][CH3:42]. The catalyst class is: 151. (7) Reactant: [OH:1][CH2:2][CH2:3][O:4][CH2:5][CH2:6][NH:7][C:8](=[O:14])[O:9][C:10]([CH3:13])([CH3:12])[CH3:11].[H-].[Na+].[Cl:17][CH2:18][CH2:19][CH2:20][CH2:21][CH2:22][CH2:23]I. Product: [Cl:17][CH2:18][CH2:19][CH2:20][CH2:21][CH2:22][CH2:23][O:1][CH2:2][CH2:3][O:4][CH2:5][CH2:6][NH:7][C:8](=[O:14])[O:9][C:10]([CH3:11])([CH3:13])[CH3:12]. The catalyst class is: 118. (8) Reactant: [OH:1][C:2]1([CH2:14][CH2:15][OH:16])[CH2:6][CH2:5][N:4]([C:7]([O:9][C:10]([CH3:13])([CH3:12])[CH3:11])=[O:8])[CH2:3]1.[C:17]1([CH3:27])[CH:22]=[CH:21][C:20]([S:23](Cl)(=[O:25])=[O:24])=[CH:19][CH:18]=1. Product: [OH:1][C:2]1([CH2:14][CH2:15][O:16][S:23]([C:20]2[CH:21]=[CH:22][C:17]([CH3:27])=[CH:18][CH:19]=2)(=[O:25])=[O:24])[CH2:6][CH2:5][N:4]([C:7]([O:9][C:10]([CH3:11])([CH3:12])[CH3:13])=[O:8])[CH2:3]1. The catalyst class is: 17.